This data is from Forward reaction prediction with 1.9M reactions from USPTO patents (1976-2016). The task is: Predict the product of the given reaction. (1) The product is: [Cl:1][C:2]1[C:3]([C:12]2([CH2:15][NH:16][C:31]([C:26]3[C:25]([CH3:24])=[CH:30][CH:29]=[CH:28][N:27]=3)=[O:32])[CH2:14][CH2:13]2)=[N:4][CH:5]=[C:6]([C:8]([F:11])([F:9])[F:10])[CH:7]=1. Given the reactants [Cl:1][C:2]1[C:3]([C:12]2([CH2:15][NH2:16])[CH2:14][CH2:13]2)=[N:4][CH:5]=[C:6]([C:8]([F:11])([F:10])[F:9])[CH:7]=1.C(N(CC)CC)C.[CH3:24][C:25]1[C:26]([C:31](Cl)=[O:32])=[N:27][CH:28]=[CH:29][CH:30]=1.O, predict the reaction product. (2) Given the reactants [OH:1][C:2]1[CH:11]=[CH:10][CH:9]=[CH:8][C:3]=1[C:4]([O:6][CH3:7])=[O:5].C([O-])([O-])=O.[K+].[K+].Br[CH2:19][C:20]1[CH:25]=[CH:24][C:23]([B:26]2[O:34][C:31]([CH3:33])([CH3:32])[C:28]([CH3:30])([CH3:29])[O:27]2)=[CH:22][CH:21]=1, predict the reaction product. The product is: [CH3:32][C:31]1([CH3:33])[C:28]([CH3:29])([CH3:30])[O:27][B:26]([C:23]2[CH:22]=[CH:21][C:20]([CH2:19][O:1][C:2]3[CH:11]=[CH:10][CH:9]=[CH:8][C:3]=3[C:4]([O:6][CH3:7])=[O:5])=[CH:25][CH:24]=2)[O:34]1. (3) The product is: [CH2:12]1[C:21]2[C:16](=[CH:17][CH:18]=[CH:19][CH:20]=2)[CH2:15][CH2:14][N:13]1[CH2:22][CH:23]([OH:41])[CH2:24][O:25][C:26]1[CH:27]=[C:28]([C:2]2[CH:11]=[CH:10][C:5]3[NH:6][C:7](=[O:9])[NH:8][C:4]=3[CH:3]=2)[CH:29]=[CH:30][CH:31]=1. Given the reactants Br[C:2]1[CH:11]=[CH:10][C:5]2[NH:6][C:7](=[O:9])[NH:8][C:4]=2[CH:3]=1.[CH2:12]1[C:21]2[C:16](=[CH:17][CH:18]=[CH:19][CH:20]=2)[CH2:15][CH2:14][N:13]1[CH2:22][CH:23]([OH:41])[CH2:24][O:25][C:26]1[CH:31]=[CH:30][CH:29]=[C:28](B2OC(C)(C)C(C)(C)O2)[CH:27]=1.C([O-])([O-])=O.[K+].[K+], predict the reaction product. (4) Given the reactants [N+:1]([C:4]1[CH:5]=[N:6][N:7]([CH2:9][CH2:10][OH:11])[CH:8]=1)([O-])=O, predict the reaction product. The product is: [NH2:1][C:4]1[CH:5]=[N:6][N:7]([CH2:9][CH2:10][OH:11])[CH:8]=1. (5) Given the reactants [H-].[Na+].[OH:3][N:4]=[C:5]([C:10]1[CH:15]=[CH:14][CH:13]=[CH:12][CH:11]=1)[C:6]([NH:8][CH3:9])=[O:7].[CH2:16]([O:20][C:21](=[O:31])[NH:22][C:23]1[CH:28]=[CH:27][CH:26]=[C:25]([CH2:29]Cl)[N:24]=1)[CH2:17][C:18]#[CH:19].O, predict the reaction product. The product is: [CH3:9][NH:8][C:6](=[O:7])[C:5](=[N:4][O:3][CH2:29][C:25]1[N:24]=[C:23]([NH:22][C:21](=[O:31])[O:20][CH2:16][CH2:17][C:18]#[CH:19])[CH:28]=[CH:27][CH:26]=1)[C:10]1[CH:15]=[CH:14][CH:13]=[CH:12][CH:11]=1.